Regression. Given two drug SMILES strings and cell line genomic features, predict the synergy score measuring deviation from expected non-interaction effect. From a dataset of NCI-60 drug combinations with 297,098 pairs across 59 cell lines. (1) Drug 1: CCC1=CC2CC(C3=C(CN(C2)C1)C4=CC=CC=C4N3)(C5=C(C=C6C(=C5)C78CCN9C7C(C=CC9)(C(C(C8N6C)(C(=O)OC)O)OC(=O)C)CC)OC)C(=O)OC.C(C(C(=O)O)O)(C(=O)O)O. Drug 2: CN1C2=C(C=C(C=C2)N(CCCl)CCCl)N=C1CCCC(=O)O.Cl. Cell line: SF-295. Synergy scores: CSS=15.9, Synergy_ZIP=-10.5, Synergy_Bliss=-11.1, Synergy_Loewe=-69.6, Synergy_HSA=-10.0. (2) Drug 1: C1=CC=C(C(=C1)C(C2=CC=C(C=C2)Cl)C(Cl)Cl)Cl. Drug 2: CN1C2=C(C=C(C=C2)N(CCCl)CCCl)N=C1CCCC(=O)O.Cl. Cell line: LOX IMVI. Synergy scores: CSS=1.59, Synergy_ZIP=-4.38, Synergy_Bliss=-7.86, Synergy_Loewe=-16.9, Synergy_HSA=-11.9.